From a dataset of Full USPTO retrosynthesis dataset with 1.9M reactions from patents (1976-2016). Predict the reactants needed to synthesize the given product. (1) Given the product [F:1][C:2]1[CH:7]=[CH:6][C:5]([C@H:8]2[C@H:9]([CH2:22][O:23][C:24]3[CH:29]=[CH:28][CH:27]=[CH:26][CH:25]=3)[CH2:10][N:11]([S:13]([C:16]3[N:17]=[CH:18][N:19]([CH3:21])[CH:20]=3)(=[O:14])=[O:15])[CH2:12]2)=[CH:4][CH:3]=1, predict the reactants needed to synthesize it. The reactants are: [F:1][C:2]1[CH:7]=[CH:6][C:5]([C@@H:8]2[CH2:12][N:11]([S:13]([C:16]3[N:17]=[CH:18][N:19]([CH3:21])[CH:20]=3)(=[O:15])=[O:14])[CH2:10][C@H:9]2[CH2:22][OH:23])=[CH:4][CH:3]=1.[C:24]1(O)[CH:29]=[CH:28][CH:27]=[CH:26][CH:25]=1.C1(P(C2C=CC=CC=2)C2C=CC=CC=2)C=CC=CC=1. (2) Given the product [CH2:1]([O:3][C:4]([C:5]1[C:10]([NH:11][C:12]2[CH:17]=[CH:16][C:15]([CH2:18][CH3:19])=[CH:14][C:13]=2[F:20])=[CH:9][C:29](=[O:28])[N:7]([CH3:8])[CH:6]=1)=[O:22])[CH3:2], predict the reactants needed to synthesize it. The reactants are: [CH2:1]([O:3][C:4](=[O:22])[C:5]1[C:10]([NH:11][C:12]2[CH:17]=[CH:16][C:15]([CH2:18][CH3:19])=[CH:14][C:13]=2[F:20])=[CH:9][C:8](Cl)=[N:7][CH:6]=1)[CH3:2].S([O:28][CH3:29])(OC)(=O)=O. (3) Given the product [C:24]([O:28][C:29](=[O:35])[N:30]([CH2:2][C:3]1[N:14]([C@H:15]2[CH2:20][CH2:19][C@H:18]([CH2:21][C:22]#[N:23])[CH2:17][CH2:16]2)[C:6]2=[C:7]3[S:13][CH:12]=[CH:11][C:8]3=[N:9][CH:10]=[C:5]2[N:4]=1)[S:31]([CH3:34])(=[O:33])=[O:32])([CH3:27])([CH3:26])[CH3:25], predict the reactants needed to synthesize it. The reactants are: Cl[CH2:2][C:3]1[N:14]([C@H:15]2[CH2:20][CH2:19][C@H:18]([CH2:21][C:22]#[N:23])[CH2:17][CH2:16]2)[C:6]2=[C:7]3[S:13][CH:12]=[CH:11][C:8]3=[N:9][CH:10]=[C:5]2[N:4]=1.[C:24]([O:28][C:29](=[O:35])[NH:30][S:31]([CH3:34])(=[O:33])=[O:32])([CH3:27])([CH3:26])[CH3:25].C(=O)([O-])[O-].[K+].[K+]. (4) Given the product [CH2:1]([NH:8][C:9]1[CH:10]=[C:11]2[C:16](=[CH:17][CH:18]=1)[CH:15]=[C:14]([C:19]([NH:23][C@H:24]([C:32]([O:34][CH3:35])=[O:33])[CH2:25][C:26]1[CH:31]=[CH:30][CH:29]=[CH:28][CH:27]=1)=[O:21])[CH:13]=[CH:12]2)[C:2]1[CH:7]=[CH:6][CH:5]=[CH:4][CH:3]=1, predict the reactants needed to synthesize it. The reactants are: [CH2:1]([NH:8][C:9]1[CH:10]=[C:11]2[C:16](=[CH:17][CH:18]=1)[CH:15]=[C:14]([C:19]([OH:21])=O)[CH:13]=[CH:12]2)[C:2]1[CH:7]=[CH:6][CH:5]=[CH:4][CH:3]=1.Cl.[NH2:23][CH:24]([C:32]([OH:34])=[O:33])[CH2:25][C:26]1[CH:31]=[CH:30][CH:29]=[CH:28][CH:27]=1.[CH3:35]CN=C=NCCCN(C)C.C(N(CC)CC)C. (5) Given the product [Br:11][C:12]1[CH:19]=[C:18]([Cl:20])[CH:17]=[CH:16][C:13]=1[CH2:14][N:7]1[CH:8]=[CH:9][CH:10]=[C:6]1[C:3](=[O:5])[CH3:4], predict the reactants needed to synthesize it. The reactants are: [OH-].[K+].[C:3]([C:6]1[NH:7][CH:8]=[CH:9][CH:10]=1)(=[O:5])[CH3:4].[Br:11][C:12]1[CH:19]=[C:18]([Cl:20])[CH:17]=[CH:16][C:13]=1[CH2:14]Br.[Cl-].[Na+]. (6) Given the product [CH3:15][NH:14][C:5]1[CH:6]=[CH:7][C:8]2[CH2:9][CH2:10][CH2:11][CH2:12][C:13]=2[C:4]=1[N+:1]([O-:3])=[O:2], predict the reactants needed to synthesize it. The reactants are: [N+:1]([C:4]1[C:13]2[CH2:12][CH2:11][CH2:10][CH2:9][C:8]=2[CH:7]=[CH:6][C:5]=1[NH:14][C:15](=O)C)([O-:3])=[O:2].Cl.IC. (7) The reactants are: Cl.[C:2]([CH2:4][NH:5][C:6]([C@@H:8]1[CH2:12][C@@H:11]([S:13]([C:16]2[CH:21]=[CH:20][CH:19]=[CH:18][C:17]=2[Cl:22])(=[O:15])=[O:14])[CH2:10][NH:9]1)=[O:7])#[N:3].[C:23](O)(=[O:26])[CH2:24][CH3:25]. Given the product [C:2]([CH2:4][NH:5][C:6]([C@@H:8]1[CH2:12][C@@H:11]([S:13]([C:16]2[CH:21]=[CH:20][CH:19]=[CH:18][C:17]=2[Cl:22])(=[O:14])=[O:15])[CH2:10][N:9]1[C:23](=[O:26])[CH2:24][CH3:25])=[O:7])#[N:3], predict the reactants needed to synthesize it. (8) Given the product [CH3:1][O:2][C:3]1[CH:12]=[CH:11][CH:10]=[CH:9][C:4]=1[O:5][CH2:6][CH2:7][NH:8][CH2:15][CH:14]([OH:13])[CH2:16][O:17][C:18]1[CH:19]=[CH:20][CH:21]=[C:22]2[NH:23][C:24]3[CH:25]=[CH:26][CH:27]=[CH:28][C:29]=3[C:30]=12, predict the reactants needed to synthesize it. The reactants are: [CH3:1][O:2][C:3]1[CH:12]=[CH:11][CH:10]=[CH:9][C:4]=1[O:5][CH2:6][CH2:7][NH2:8].[O:13]1[CH2:15][CH:14]1[CH2:16][O:17][C:18]1[C:30]2[C:29]3[C:24](=[CH:25][CH:26]=[CH:27][CH:28]=3)[NH:23][C:22]=2[CH:21]=[CH:20][CH:19]=1.O.Cl.